This data is from Catalyst prediction with 721,799 reactions and 888 catalyst types from USPTO. The task is: Predict which catalyst facilitates the given reaction. Reactant: [Br:1][C:2]1[N:3]=[C:4]2[C:10]([C:11]([OH:13])=O)=[CH:9][N:8]([CH2:14][O:15][CH2:16][CH2:17][Si:18]([CH3:21])([CH3:20])[CH3:19])[C:5]2=[N:6][CH:7]=1.Cl.[NH2:23][C@H:24]([C:32]([CH3:35])([CH3:34])[CH3:33])[C:25]([N:27]1[CH2:31][CH2:30][CH2:29][CH2:28]1)=[O:26].C(Cl)CCl.C1C=CC2N(O)N=NC=2C=1.CCN(C(C)C)C(C)C. Product: [CH3:33][C:32]([CH3:35])([CH3:34])[C@@H:24]([NH:23][C:11]([C:10]1[C:4]2[C:5](=[N:6][CH:7]=[C:2]([Br:1])[N:3]=2)[N:8]([CH2:14][O:15][CH2:16][CH2:17][Si:18]([CH3:21])([CH3:20])[CH3:19])[CH:9]=1)=[O:13])[C:25]([N:27]1[CH2:31][CH2:30][CH2:29][CH2:28]1)=[O:26]. The catalyst class is: 3.